Task: Predict the product of the given reaction.. Dataset: Forward reaction prediction with 1.9M reactions from USPTO patents (1976-2016) (1) Given the reactants C([O:3][C:4]([C:6]1[C:15](=[O:16])[C:14]2[C:9](=[CH:10][CH:11]=[CH:12][CH:13]=2)[N:8]([CH2:17][C:18]2[CH:23]=[CH:22][CH:21]=[CH:20][CH:19]=2)[CH:7]=1)=[O:5])C.[OH-].[Na+], predict the reaction product. The product is: [CH2:17]([N:8]1[C:9]2[C:14](=[CH:13][CH:12]=[CH:11][CH:10]=2)[C:15](=[O:16])[C:6]([C:4]([OH:5])=[O:3])=[CH:7]1)[C:18]1[CH:19]=[CH:20][CH:21]=[CH:22][CH:23]=1. (2) Given the reactants NC(N)=O.[Cl:5][C:6]1[CH:12]=[CH:11][C:9]([NH2:10])=[C:8]([OH:13])[C:7]=1[S:14]([N:17]1[CH2:22][CH2:21][O:20][CH2:19][CH2:18]1)(=[O:16])=[O:15].[Cl:23][C:24]1[C:29]([Cl:30])=[CH:28][CH:27]=[CH:26][C:25]=1[N:31]=[C:32]=[O:33], predict the reaction product. The product is: [Cl:5][C:6]1[CH:12]=[CH:11][C:9]([NH:10][C:32]([NH:31][C:25]2[CH:26]=[CH:27][CH:28]=[C:29]([Cl:30])[C:24]=2[Cl:23])=[O:33])=[C:8]([OH:13])[C:7]=1[S:14]([N:17]1[CH2:18][CH2:19][O:20][CH2:21][CH2:22]1)(=[O:15])=[O:16]. (3) The product is: [Cl:14][CH2:8][C:7]1[C:6]([CH3:10])=[C:5]([I:11])[CH:4]=[CH:3][C:2]=1[F:1]. Given the reactants [F:1][C:2]1[C:7]([CH2:8]O)=[C:6]([CH3:10])[C:5]([I:11])=[CH:4][CH:3]=1.S(Cl)([Cl:14])=O, predict the reaction product. (4) Given the reactants [Cl:1][C:2]1[C:7]([Cl:8])=[CH:6][CH:5]=[CH:4][C:3]=1[CH:9]([NH:14][C:15](=[O:21])[O:16][C:17]([CH3:20])([CH3:19])[CH3:18])[CH2:10][N+:11]([O-])=O, predict the reaction product. The product is: [NH2:11][CH2:10][CH:9]([NH:14][C:15](=[O:21])[O:16][C:17]([CH3:19])([CH3:18])[CH3:20])[C:3]1[CH:4]=[CH:5][CH:6]=[C:7]([Cl:8])[C:2]=1[Cl:1]. (5) Given the reactants [NH2:1][CH2:2][C:3]1[CH:4]=[C:5]([C:9]2[C:10]([OH:20])=[CH:11][CH:12]=[C:13]([C:15]3[NH:19][N:18]=[N:17][N:16]=3)[CH:14]=2)[CH:6]=[CH:7][CH:8]=1.C(N(CC)CC)C.[C:28]([N:32]=[C:33]=[O:34])([CH3:31])([CH3:30])[CH3:29].C(OCC)(=O)C, predict the reaction product. The product is: [C:28]([NH:32][C:33]([NH:1][CH2:2][C:3]1[CH:4]=[C:5]([C:9]2[CH:14]=[C:13]([C:15]3[NH:19][N:18]=[N:17][N:16]=3)[CH:12]=[CH:11][C:10]=2[OH:20])[CH:6]=[CH:7][CH:8]=1)=[O:34])([CH3:31])([CH3:30])[CH3:29].